From a dataset of Forward reaction prediction with 1.9M reactions from USPTO patents (1976-2016). Predict the product of the given reaction. (1) Given the reactants [F:1][CH:2]([F:38])[O:3][C:4]1[CH:9]=[CH:8][CH:7]=[CH:6][C:5]=1[CH2:10][C:11]1[N:15]2[CH:16]=[C:17]([C:21]3[CH:22]=[N:23][C:24]([N:27]4[CH2:32][CH2:31][C:30]([CH3:36])([C:33]([OH:35])=[O:34])[CH2:29][CH2:28]4)=[N:25][CH:26]=3)[C:18]([F:20])=[CH:19][C:14]2=[N:13][C:12]=1[CH3:37], predict the reaction product. The product is: [F:38][CH:2]([F:1])[O:3][C:4]1[CH:9]=[CH:8][CH:7]=[CH:6][C:5]=1[CH2:10][C:11]1[N:15]2[CH:16]=[C:17]([C:21]3[CH:26]=[N:25][C:24]([N:27]4[CH2:32][CH2:31][C:30]([CH3:36])([C:33]([O:35][CH2:9][CH2:4][CH2:5][CH3:6])=[O:34])[CH2:29][CH2:28]4)=[N:23][CH:22]=3)[C:18]([F:20])=[CH:19][C:14]2=[N:13][C:12]=1[CH3:37]. (2) The product is: [Cl:27][C:6]1[C:5]2[C:9](=[CH:10][C:2]([F:1])=[C:3]([CH2:11][NH:12][C:13](=[O:19])[O:14][C:15]([CH3:16])([CH3:18])[CH3:17])[CH:4]=2)[NH:8][CH:7]=1. Given the reactants [F:1][C:2]1[CH:10]=[C:9]2[C:5]([CH:6]=[CH:7][NH:8]2)=[CH:4][C:3]=1[CH2:11][NH:12][C:13](=[O:19])[O:14][C:15]([CH3:18])([CH3:17])[CH3:16].C1C(=O)N([Cl:27])C(=O)C1, predict the reaction product.